Task: Predict the product of the given reaction.. Dataset: Forward reaction prediction with 1.9M reactions from USPTO patents (1976-2016) Given the reactants [N:1]1[C:2]([CH2:10][NH:11][CH:12]2[C:21]3[N:20]=[CH:19][CH:18]=[CH:17][C:16]=3[CH2:15][CH2:14][CH2:13]2)=[CH:3][N:4]2[CH:9]=[CH:8][CH:7]=[CH:6][C:5]=12.O=[C:23]1[CH2:28][CH2:27][CH:26]([NH:29]C(=O)OC(C)(C)C)[CH2:25][CH2:24]1.C(O)(=O)C.C(O[BH-](OC(=O)C)OC(=O)C)(=O)C.[Na+].FC(F)(F)C(O)=O, predict the reaction product. The product is: [N:1]1[C:2]([CH2:10][N:11]([CH:12]2[C:21]3[N:20]=[CH:19][CH:18]=[CH:17][C:16]=3[CH2:15][CH2:14][CH2:13]2)[CH:23]2[CH2:28][CH2:27][CH:26]([NH2:29])[CH2:25][CH2:24]2)=[CH:3][N:4]2[CH:9]=[CH:8][CH:7]=[CH:6][C:5]=12.